This data is from Reaction yield outcomes from USPTO patents with 853,638 reactions. The task is: Predict the reaction yield, written as a fraction of the theoretical maximum amount of product (1.0 means a 100% yield; for example, 0.34 means a 34% yield). The reactants are [C:1]([C:5]1[CH:10]=[CH:9][C:8]([S:11](Cl)(=[O:13])=[O:12])=[CH:7][CH:6]=1)([CH3:4])([CH3:3])[CH3:2].[CH3:15][C:16]1[CH:20]=[C:19]([NH2:21])[N:18]([C:22]2[C:31]3[C:26](=[CH:27][CH:28]=[CH:29][CH:30]=3)[N:25]=[CH:24][N:23]=2)[N:17]=1.ClCCl. The catalyst is N1C=CC=CC=1. The product is [C:1]([C:5]1[CH:10]=[CH:9][C:8]([S:11]([NH:21][C:19]2[N:18]([C:22]3[C:31]4[C:26](=[CH:27][CH:28]=[CH:29][CH:30]=4)[N:25]=[CH:24][N:23]=3)[N:17]=[C:16]([CH3:15])[CH:20]=2)(=[O:13])=[O:12])=[CH:7][CH:6]=1)([CH3:4])([CH3:3])[CH3:2]. The yield is 0.240.